This data is from Reaction yield outcomes from USPTO patents with 853,638 reactions. The task is: Predict the reaction yield, written as a fraction of the theoretical maximum amount of product (1.0 means a 100% yield; for example, 0.34 means a 34% yield). (1) The reactants are Cl.[C@@H:2]1([N:10]2[CH:17]=[CH:16][C:14]([NH2:15])=[N:13][C:11]2=[O:12])[O:9][C@H:6]([CH2:7][OH:8])[C@@H:4]([OH:5])[CH2:3]1.C[Si](C)(C)Cl.[C:23]1([CH2:36][O:37][C:38](Cl)=[O:39])[C:35]2[CH2:34][C:33]3[C:28](=[CH:29][CH:30]=[CH:31][CH:32]=3)[C:27]=2[CH:26]=CC=1.N1C=CC=[CH:43][CH:42]=1. No catalyst specified. The product is [C:38]([NH:15][C:14]1[CH:16]=[CH:17][N:10]([C@@H:2]2[O:9][C@H:6]([CH2:7][OH:8])[C@@H:4]([OH:5])[CH2:3]2)[C:11](=[O:12])[N:13]=1)([O:37][CH2:36][CH:23]1[C:35]2[C:34](=[CH:42][CH:43]=[CH:26][CH:27]=2)[C:33]2[C:28]1=[CH:29][CH:30]=[CH:31][CH:32]=2)=[O:39]. The yield is 0.970. (2) The reactants are [CH2:1]([C:3]1[CH:4]([C:9]([O:11][CH2:12][CH3:13])=[O:10])[CH2:5][C:6](=[O:8])[CH:7]=1)[CH3:2]. The catalyst is [Pd].CCOC(C)=O. The product is [CH2:1]([CH:3]1[CH2:7][C:6](=[O:8])[CH2:5][CH:4]1[C:9]([O:11][CH2:12][CH3:13])=[O:10])[CH3:2]. The yield is 0.990. (3) The reactants are [CH3:1][C:2]([CH3:9])([CH2:6][CH:7]=[CH2:8])[C:3]([OH:5])=O.C(Cl)(=O)C(Cl)=O.CCN(C(C)C)C(C)C.[C:25]1([C@H:31]([CH2:33][OH:34])[NH2:32])[CH:30]=[CH:29][CH:28]=[CH:27][CH:26]=1. The catalyst is CCOC(C)=O.Cl.CN(C=O)C.C(Cl)Cl. The product is [OH:34][CH2:33][C@H:31]([NH:32][C:3](=[O:5])[C:2]([CH3:1])([CH3:9])[CH2:6][CH:7]=[CH2:8])[C:25]1[CH:30]=[CH:29][CH:28]=[CH:27][CH:26]=1. The yield is 0.870.